Dataset: Full USPTO retrosynthesis dataset with 1.9M reactions from patents (1976-2016). Task: Predict the reactants needed to synthesize the given product. (1) Given the product [CH3:13][O:14][C:2]1[CH:11]=[CH:10][C:9]2[C:4](=[CH:5][C:6]([OH:12])=[CH:7][CH:8]=2)[N:3]=1, predict the reactants needed to synthesize it. The reactants are: Cl[C:2]1[CH:11]=[CH:10][C:9]2[C:4](=[CH:5][C:6]([OH:12])=[CH:7][CH:8]=2)[N:3]=1.[CH3:13][O-:14].[Na+].CO. (2) Given the product [F:1][C:2]1[CH:7]=[CH:6][C:5]([C:8]2[C:9]3[CH:21]=[CH:20][C:19](=[O:22])[N:18]([C:23]4[CH:28]=[CH:27][CH:26]=[CH:25][C:24]=4[CH3:29])[C:10]=3[N:11]=[C:12]([NH:31][CH2:32][C:33]([OH:35])([CH3:36])[CH3:34])[N:13]=2)=[C:4]([CH3:30])[CH:3]=1, predict the reactants needed to synthesize it. The reactants are: [F:1][C:2]1[CH:7]=[CH:6][C:5]([C:8]2[C:9]3[CH:21]=[CH:20][C:19](=[O:22])[N:18]([C:23]4[CH:28]=[CH:27][CH:26]=[CH:25][C:24]=4[CH3:29])[C:10]=3[N:11]=[C:12](S(C)(=O)=O)[N:13]=2)=[C:4]([CH3:30])[CH:3]=1.[NH2:31][CH2:32][C:33]([CH3:36])([OH:35])[CH3:34]. (3) Given the product [NH2:7][CH2:11][C:12]1[CH:13]=[C:14]([CH2:18][N:19]2[C:27]3[C:22](=[C:23]([CH:28]([OH:30])[CH3:29])[CH:24]=[CH:25][CH:26]=3)[C:21]([NH:31][S:32]([C:35]3[S:36][C:37]([Cl:40])=[CH:38][CH:39]=3)(=[O:34])=[O:33])=[N:20]2)[CH:15]=[CH:16][CH:17]=1, predict the reactants needed to synthesize it. The reactants are: [BH4-].[Na+].CC([N:7]([CH2:11][C:12]1[CH:17]=[CH:16][CH:15]=[C:14]([CH2:18][N:19]2[C:27]3[C:22](=[C:23]([C:28](=[O:30])[CH3:29])[CH:24]=[CH:25][CH:26]=3)[C:21]([NH:31][S:32]([C:35]3[S:36][C:37]([Cl:40])=[CH:38][CH:39]=3)(=[O:34])=[O:33])=[N:20]2)[CH:13]=1)C(=O)[O-])(C)C.Cl.O1CCOCC1. (4) Given the product [O:23]1[CH2:28][CH2:27][CH:26](/[CH:29]=[CH:14]/[C:12]#[N:13])[CH2:25][CH2:24]1, predict the reactants needed to synthesize it. The reactants are: CC(C)([O-])C.[K+].O1CCCC1.[C:12]([CH2:14]P(=O)(OCC)OCC)#[N:13].[O:23]1[CH2:28][CH2:27][CH:26]([CH:29]=O)[CH2:25][CH2:24]1. (5) Given the product [Br:2][CH:11]([C:8]1[CH:9]=[CH:10][C:5]([CH3:15])=[CH:6][CH:7]=1)[CH2:12][CH3:13], predict the reactants needed to synthesize it. The reactants are: P(Br)(Br)[Br:2].[C:5]1([CH3:15])[CH:10]=[CH:9][C:8]([CH:11](O)[CH2:12][CH3:13])=[CH:7][CH:6]=1.N1C=CC=CC=1.